From a dataset of Forward reaction prediction with 1.9M reactions from USPTO patents (1976-2016). Predict the product of the given reaction. (1) Given the reactants [CH2:1]([S:3][C:4]1[C:12]2[C:7](=[CH:8][C:9]([C:13]([N:15]3[CH2:20][CH2:19][O:18][CH2:17][CH2:16]3)=[O:14])=[CH:10][CH:11]=2)[NH:6][CH:5]=1)[CH3:2].[Br:21][C:22]1[CH:23]=[N:24][C:25](Cl)=[N:26][CH:27]=1, predict the reaction product. The product is: [Br:21][C:22]1[CH:23]=[N:24][C:25]([N:6]2[C:7]3[C:12](=[CH:11][CH:10]=[C:9]([C:13]([N:15]4[CH2:16][CH2:17][O:18][CH2:19][CH2:20]4)=[O:14])[CH:8]=3)[C:4]([S:3][CH2:1][CH3:2])=[CH:5]2)=[N:26][CH:27]=1. (2) The product is: [F:74][C:72]1[CH:71]=[CH:70][C:69]([C:75]([F:77])([F:76])[F:78])=[C:68]([CH:73]=1)[C:67]([N:64]1[CH2:65][CH2:66][N:61]([C:59](=[O:60])[CH2:58][NH:57][C:43]([C:40]2[CH:39]=[C:38]([C:34]3[CH:35]=[CH:36][CH:37]=[C:32]([F:31])[CH:33]=3)[NH:42][N:41]=2)=[O:45])[CH2:62][CH2:63]1)=[O:79]. Given the reactants CCN(C(C)C)C(C)C.C1C=CC2N(O)N=NC=2C=1.CCN=C=NCCCN(C)C.[F:31][C:32]1[CH:33]=[C:34]([C:38]2[NH:42][N:41]=[C:40]([C:43]([OH:45])=O)[CH:39]=2)[CH:35]=[CH:36][CH:37]=1.FC1C=C(C(=O)C)C=CC=1.Cl.[NH2:57][CH2:58][C:59]([N:61]1[CH2:66][CH2:65][N:64]([C:67](=[O:79])[C:68]2[CH:73]=[C:72]([F:74])[CH:71]=[CH:70][C:69]=2[C:75]([F:78])([F:77])[F:76])[CH2:63][CH2:62]1)=[O:60].FC1C=CC(C(F)(F)F)=C(C=1)C(O)=O, predict the reaction product. (3) The product is: [NH2:8][C:9]1[CH:10]=[CH:11][C:12]2[C:17]([NH:18][C:19]3[C:24]([C:25]([NH:27][CH3:28])=[O:26])=[CH:23][N:22]=[CH:21][CH:20]=3)=[N:16][C:15]([C:29]3[CH:34]=[C:33]([Cl:35])[CH:32]=[CH:31][C:30]=3[F:36])=[N:14][C:13]=2[N:37]=1. Given the reactants COC1C=CC(C[N:8](CC2C=CC(OC)=CC=2)[C:9]2[CH:10]=[CH:11][C:12]3[C:17]([NH:18][C:19]4[C:24]([C:25]([NH:27][CH3:28])=[O:26])=[CH:23][N:22]=[CH:21][CH:20]=4)=[N:16][C:15]([C:29]4[CH:34]=[C:33]([Cl:35])[CH:32]=[CH:31][C:30]=4[F:36])=[N:14][C:13]=3[N:37]=2)=CC=1, predict the reaction product. (4) Given the reactants CN(C)C=O.Cl[CH2:7][CH2:8][O:9][C:10]1[CH:19]=[C:18]2[C:13]([C:14]([O:20][C:21]3[C:22]([CH3:31])=[N:23][C:24]4[C:29]([CH:30]=3)=[CH:28][CH:27]=[CH:26][CH:25]=4)=[CH:15][CH:16]=[N:17]2)=[CH:12][C:11]=1[O:32][CH3:33].C(=O)([O-])[O-].[K+].[K+].[NH:40]1[CH2:45][CH2:44][CH:43]([C:46]([NH2:48])=[O:47])[CH2:42][CH2:41]1, predict the reaction product. The product is: [CH3:33][O:32][C:11]1[CH:12]=[C:13]2[C:18](=[CH:19][C:10]=1[O:9][CH2:8][CH2:7][N:40]1[CH2:45][CH2:44][CH:43]([C:46]([NH2:48])=[O:47])[CH2:42][CH2:41]1)[N:17]=[CH:16][CH:15]=[C:14]2[O:20][C:21]1[C:22]([CH3:31])=[N:23][C:24]2[C:29]([CH:30]=1)=[CH:28][CH:27]=[CH:26][CH:25]=2. (5) Given the reactants [C:1](=[O:4])([O-:3])O.[Na+].[CH2:6]([O:8][C:9]([C:11]1([CH2:16][O:17][C:18]2[CH:23]=[CH:22][C:21]([C:24]3[CH:29]=[CH:28][C:27]([F:30])=[CH:26][CH:25]=3)=[CH:20][CH:19]=2)[CH2:15][CH2:14][NH:13][CH2:12]1)=[O:10])[CH3:7], predict the reaction product. The product is: [CH3:16][O:17][C:18]1[CH:23]=[CH:22][CH:21]=[CH:20][C:19]=1[O:3][C:1]([N:13]1[CH2:14][CH2:15][C:11]([CH2:16][O:17][C:18]2[CH:23]=[CH:22][C:21]([C:24]3[CH:25]=[CH:26][C:27]([F:30])=[CH:28][CH:29]=3)=[CH:20][CH:19]=2)([C:9]([O:8][CH2:6][CH3:7])=[O:10])[CH2:12]1)=[O:4]. (6) Given the reactants CC1C=CC(S(O[CH2:12][CH:13]2[CH2:17][C:16]3[CH:18]=[CH:19][CH:20]=[C:21]([C:22]4[CH:27]=[CH:26][CH:25]=[CH:24][C:23]=4[CH3:28])[C:15]=3[O:14]2)(=O)=O)=CC=1.[N-:29]=[N+:30]=[N-:31].[Na+].N(CC1CC2C=C(Cl)C=C(C3C=CSC=3)C=2O1)=[N+]=[N-], predict the reaction product. The product is: [N:29]([CH2:12][CH:13]1[CH2:17][C:16]2[CH:18]=[CH:19][CH:20]=[C:21]([C:22]3[CH:27]=[CH:26][CH:25]=[CH:24][C:23]=3[CH3:28])[C:15]=2[O:14]1)=[N+:30]=[N-:31]. (7) Given the reactants [CH3:1][C:2]1[N:3]=[CH:4][C:5]2[CH:6]=[C:7]([C:13]([F:16])([F:15])[F:14])[CH:8]=[C:9]([NH2:12])[C:10]=2[CH:11]=1.[F:17][C:18]([F:30])([F:29])[C:19]1[CH:28]=[CH:27][C:22]([CH2:23][N:24]=[C:25]=[O:26])=[CH:21][CH:20]=1, predict the reaction product. The product is: [CH3:1][C:2]1[N:3]=[CH:4][C:5]2[C:10]([CH:11]=1)=[C:9]([NH:12][C:25]([NH:24][CH2:23][C:22]1[CH:21]=[CH:20][C:19]([C:18]([F:17])([F:30])[F:29])=[CH:28][CH:27]=1)=[O:26])[CH:8]=[C:7]([C:13]([F:14])([F:16])[F:15])[CH:6]=2.